From a dataset of Reaction yield outcomes from USPTO patents with 853,638 reactions. Predict the reaction yield, written as a fraction of the theoretical maximum amount of product (1.0 means a 100% yield; for example, 0.34 means a 34% yield). (1) The reactants are C([O:5][C:6]([NH:8][C@H:9]([CH2:14][C:15]1[CH:20]=[CH:19][C:18]([OH:21])=[CH:17][CH:16]=1)[C:10]([O:12][CH3:13])=[O:11])=[O:7])(C)(C)C.S(OOS([O-])(=O)=O)([O-])(=O)=O.[K+].[K+]. The catalyst is C(#N)C.O.[O-]S([O-])(=O)=O.[Cu+2]. The product is [CH3:13][O:12][CH2:10][CH2:9][O:21][C:18]1[CH:17]=[CH:16][C:15]([C@@H:14]2[O:7][C:6](=[O:5])[NH:8][C@H:9]2[C:10]([O:12][CH3:13])=[O:11])=[CH:20][CH:19]=1. The yield is 0.520. (2) The reactants are [CH2:1]([O:3][C:4](=[O:10])[CH:5]([CH3:9])[CH2:6][CH2:7]Cl)[CH3:2].[NH2-].[Na+]. The catalyst is C1C=CC=CC=1. The product is [CH2:1]([O:3][C:4]([C:5]1([CH3:9])[CH2:7][CH2:6]1)=[O:10])[CH3:2]. The yield is 0.476. (3) The yield is 0.620. No catalyst specified. The reactants are C1CO[C:8]2[CH:7]=[CH:6][C:5]([NH:11][C:12]3[C:17]([F:18])=[CH:16][N:15]=[C:14]([NH:19][C:20]4[CH:25]=[CH:24][CH:23]=[C:22](O)[CH:21]=4)[N:13]=3)=[CH:4][C:3]=2[O:2]1.ClC1N=C(NC2C=CC=C(O)C=2)C(F)=C[N:29]=1.N1C=CC=CC=1CN. The product is [F:18][C:17]1[C:12]([NH:11][C:5]2[CH:6]=[CH:7][CH:8]=[C:3]([OH:2])[CH:4]=2)=[N:13][C:14]([NH:19][CH2:20][C:25]2[CH:24]=[CH:23][CH:22]=[CH:21][N:29]=2)=[N:15][CH:16]=1. (4) The reactants are [Mg].II.Cl[CH2:5][CH2:6][CH2:7][CH2:8][O:9][CH3:10].[Cl:11][C:12]1[C:13]([F:33])=[C:14]([CH:30]=[CH:31][CH:32]=1)[C:15]([C@@H:17]1[CH2:22][CH2:21][CH2:20][N:19]([C:23]([O:25][C:26]([CH3:29])([CH3:28])[CH3:27])=[O:24])[CH2:18]1)=[O:16]. The catalyst is C1COCC1. The product is [Cl:11][C:12]1[C:13]([F:33])=[C:14]([C@:15]([C@@H:17]2[CH2:22][CH2:21][CH2:20][N:19]([C:23]([O:25][C:26]([CH3:28])([CH3:27])[CH3:29])=[O:24])[CH2:18]2)([OH:16])[CH2:5][CH2:6][CH2:7][CH2:8][O:9][CH3:10])[CH:30]=[CH:31][CH:32]=1. The yield is 0.750.